This data is from Forward reaction prediction with 1.9M reactions from USPTO patents (1976-2016). The task is: Predict the product of the given reaction. (1) Given the reactants O[C:2]1[C:11]([NH:12][C:13](=[O:26])[C:14]2[CH:19]=[CH:18][CH:17]=[C:16]([C:20]3[CH:25]=[CH:24][CH:23]=[CH:22][N:21]=3)[CH:15]=2)=[CH:10][CH:9]=[CH:8][C:3]=1[C:4]([O:6][CH3:7])=[O:5].CC1C=CC(S(O)(=O)=O)=CC=1, predict the reaction product. The product is: [N:21]1[CH:22]=[CH:23][CH:24]=[CH:25][C:20]=1[C:16]1[CH:15]=[C:14]([C:13]2[O:26][C:2]3[C:3]([C:4]([O:6][CH3:7])=[O:5])=[CH:8][CH:9]=[CH:10][C:11]=3[N:12]=2)[CH:19]=[CH:18][CH:17]=1. (2) The product is: [F:1][C:2]([F:28])([F:27])[C:3]1[CH:26]=[CH:25][C:6]([CH2:7][NH:8][C:9](=[S:38])[CH2:10][CH2:11][C:12]2[CH:17]=[CH:16][C:15]([O:18][CH2:19][C:20]#[CH:21])=[C:14]([O:22][CH3:23])[CH:13]=2)=[CH:5][CH:4]=1. Given the reactants [F:1][C:2]([F:28])([F:27])[C:3]1[CH:26]=[CH:25][C:6]([CH2:7][NH:8][C:9](=O)[CH2:10][CH2:11][C:12]2[CH:17]=[CH:16][C:15]([O:18][CH2:19][C:20]#[CH:21])=[C:14]([O:22][CH3:23])[CH:13]=2)=[CH:5][CH:4]=1.COC1C=CC(P2(SP(C3C=CC(OC)=CC=3)(=S)S2)=[S:38])=CC=1.O1CCCC1, predict the reaction product. (3) Given the reactants [NH:1]([C:8]([N:10]1[C:18]2[C:13](=[CH:14][C:15]([O:19][C:20]3[CH:25]=[CH:24][N:23]=[C:22]([NH:26][C:27]([CH:29]4[CH2:34][CH2:33][N:32](C(OC(C)(C)C)=O)[CH2:31][CH2:30]4)=[O:28])[CH:21]=3)=[CH:16][CH:17]=2)[C:12]([Cl:42])=[CH:11]1)=[O:9])[C:2]1[CH:7]=[CH:6][CH:5]=[CH:4][CH:3]=1.O.C(=O)(O)[O-].[Na+].[OH-].[Na+], predict the reaction product. The product is: [C:2]1([NH:1][C:8]([N:10]2[C:18]3[C:13](=[CH:14][C:15]([O:19][C:20]4[CH:25]=[CH:24][N:23]=[C:22]([NH:26][C:27]([CH:29]5[CH2:34][CH2:33][NH:32][CH2:31][CH2:30]5)=[O:28])[CH:21]=4)=[CH:16][CH:17]=3)[C:12]([Cl:42])=[CH:11]2)=[O:9])[CH:7]=[CH:6][CH:5]=[CH:4][CH:3]=1. (4) Given the reactants CC1N=C(C2C=CC(C(F)(F)F)=CC=2)SC=1CN1C2C(=C(OCC(O)=O)C=CC=2)C=C1.C[O:33][C:34](=[O:63])[CH2:35][O:36][C:37]1[CH:45]=[C:44]2[C:40]([CH:41]=[CH:42][N:43]2[CH2:46][C:47]2[S:51][C:50]([C:52]3[CH:57]=[CH:56][C:55]([C:58]([F:61])([F:60])[F:59])=[CH:54][CH:53]=3)=[N:49][C:48]=2[CH3:62])=[CH:39][CH:38]=1, predict the reaction product. The product is: [CH3:62][C:48]1[N:49]=[C:50]([C:52]2[CH:57]=[CH:56][C:55]([C:58]([F:61])([F:59])[F:60])=[CH:54][CH:53]=2)[S:51][C:47]=1[CH2:46][N:43]1[C:44]2[C:40](=[CH:39][CH:38]=[C:37]([O:36][CH2:35][C:34]([OH:63])=[O:33])[CH:45]=2)[CH:41]=[CH:42]1.